Dataset: Forward reaction prediction with 1.9M reactions from USPTO patents (1976-2016). Task: Predict the product of the given reaction. (1) Given the reactants [CH3:1][C:2]([CH3:8])([CH3:7])[CH2:3][CH2:4][CH:5]=[O:6].Br[CH2:10][C:11]([O:13][CH3:14])=[O:12].O, predict the reaction product. The product is: [CH3:14][O:13][C:11](=[O:12])[CH2:10][CH:4]([CH:5]=[O:6])[CH2:3][C:2]([CH3:8])([CH3:7])[CH3:1]. (2) Given the reactants [Br:1][C:2]1[CH:7]=[CH:6][C:5]([C:8]2[N:12](C(OC(C)(C)C)=O)[CH:11]=[N:10][N:9]=2)=[CH:4][CH:3]=1.C(O)(C(F)(F)F)=O, predict the reaction product. The product is: [Br:1][C:2]1[CH:3]=[CH:4][C:5]([C:8]2[N:12]=[CH:11][NH:10][N:9]=2)=[CH:6][CH:7]=1. (3) Given the reactants [CH3:1][C@H:2]1[CH2:7][N:6]([C:8]2[C:17]3[C:12](=[CH:13][CH:14]=[C:15]([O:18][CH3:19])[CH:16]=3)[C:11](=O)[NH:10][CH:9]=2)[CH2:5][C@@H:4]([CH3:21])[O:3]1.O=P(Cl)(Cl)[Cl:24], predict the reaction product. The product is: [Cl:24][C:11]1[C:12]2[C:17](=[CH:16][C:15]([O:18][CH3:19])=[CH:14][CH:13]=2)[C:8]([N:6]2[CH2:7][CH:2]([CH3:1])[O:3][CH:4]([CH3:21])[CH2:5]2)=[CH:9][N:10]=1. (4) Given the reactants C[Si]([N-][Si](C)(C)C)(C)C.[Li+].F[C:12]1[C:13]([C:20]2[NH:29][C:28](=[O:30])[C:27]3[C:22](=[CH:23][C:24]([O:33][CH3:34])=[CH:25][C:26]=3[O:31][CH3:32])[N:21]=2)=[N:14][CH:15]=[C:16]([O:18][CH3:19])[CH:17]=1.[CH:35]([N:38]1[CH2:43][CH2:42][CH:41]([NH2:44])[CH2:40][CH2:39]1)([CH3:37])[CH3:36], predict the reaction product. The product is: [CH:35]([N:38]1[CH2:43][CH2:42][CH:41]([NH:44][C:12]2[C:13]([C:20]3[NH:29][C:28](=[O:30])[C:27]4[C:22](=[CH:23][C:24]([O:33][CH3:34])=[CH:25][C:26]=4[O:31][CH3:32])[N:21]=3)=[N:14][CH:15]=[C:16]([O:18][CH3:19])[CH:17]=2)[CH2:40][CH2:39]1)([CH3:37])[CH3:36]. (5) Given the reactants [CH3:1][O:2][C:3](=[O:28])[C:4]1[C:9]([NH:10][CH:11]([CH2:15][CH3:16])[CH:12]([OH:14])[CH3:13])=[CH:8][C:7]([CH3:17])=[N:6][C:5]=1[O:18][C:19]1[C:24]([CH3:25])=[CH:23][C:22]([Cl:26])=[CH:21][C:20]=1[CH3:27].[H-].[Na+].[CH2:31]1COCC1, predict the reaction product. The product is: [CH3:1][O:2][C:3](=[O:28])[C:4]1[C:9]([NH:10][CH:11]([CH2:15][CH3:16])[CH:12]([O:14][CH3:31])[CH3:13])=[CH:8][C:7]([CH3:17])=[N:6][C:5]=1[O:18][C:19]1[C:24]([CH3:25])=[CH:23][C:22]([Cl:26])=[CH:21][C:20]=1[CH3:27]. (6) The product is: [F:23][C:20]([F:21])([F:22])[C:19]1[C:14]([CH2:13][N:1]2[C:9]3[C:4](=[CH:5][C:6]([CH:10]=[O:11])=[CH:7][CH:8]=3)[CH:3]=[N:2]2)=[N:15][CH:16]=[CH:17][CH:18]=1. Given the reactants [NH:1]1[C:9]2[C:4](=[CH:5][C:6]([CH:10]=[O:11])=[CH:7][CH:8]=2)[CH:3]=[N:2]1.Cl[CH2:13][C:14]1[C:19]([C:20]([F:23])([F:22])[F:21])=[CH:18][CH:17]=[CH:16][N:15]=1, predict the reaction product. (7) Given the reactants C(O)(C(F)(F)F)=O.C(OC([N:15]1[CH2:20][CH2:19][CH:18]([CH2:21][CH2:22][CH2:23][CH2:24][C:25]2[CH:30]=[CH:29][N:28]=[CH:27][CH:26]=2)[CH2:17][CH2:16]1)=O)(C)(C)C, predict the reaction product. The product is: [NH:28]1[CH2:27][CH2:26][CH:25]([CH2:24][CH2:23][CH2:22][CH2:21][C:18]2[CH:17]=[CH:16][N:15]=[CH:20][CH:19]=2)[CH2:30][CH2:29]1. (8) Given the reactants [F:1][C:2]1[CH:7]=[CH:6][CH:5]=[CH:4][C:3]=1[N:8]1[C:12]([C:13]2[N:14]=[CH:15][N:16]([C:18]3[CH:26]=[CH:25][C:21]([C:22](O)=[O:23])=[CH:20][N:19]=3)[CH:17]=2)=[C:11]([CH3:27])[N:10]=[N:9]1.CN(C(O[N:36]1N=N[C:38]2C=CC=[CH:42][C:37]1=2)=[N+](C)C)C.[B-](F)(F)(F)F.CCN(C(C)C)C(C)C.C(N)(C)C, predict the reaction product. The product is: [F:1][C:2]1[CH:7]=[CH:6][CH:5]=[CH:4][C:3]=1[N:8]1[C:12]([C:13]2[N:14]=[CH:15][N:16]([C:18]3[CH:26]=[CH:25][C:21]([C:22]([NH:36][CH:37]([CH3:42])[CH3:38])=[O:23])=[CH:20][N:19]=3)[CH:17]=2)=[C:11]([CH3:27])[N:10]=[N:9]1.